Dataset: Forward reaction prediction with 1.9M reactions from USPTO patents (1976-2016). Task: Predict the product of the given reaction. (1) Given the reactants [C:1]([O:5][C:6](=[O:22])[NH:7][C:8]1[CH:9]=[N:10][C:11]([Cl:21])=[CH:12][C:13]=1[C:14]1[C:15]([CH3:20])=[N:16][CH:17]=[CH:18][CH:19]=1)([CH3:4])([CH3:3])[CH3:2].[H-].[Na+].[CH3:25]I, predict the reaction product. The product is: [C:1]([O:5][C:6](=[O:22])[N:7]([C:8]1[CH:9]=[N:10][C:11]([Cl:21])=[CH:12][C:13]=1[C:14]1[C:15]([CH3:20])=[N:16][CH:17]=[CH:18][CH:19]=1)[CH3:25])([CH3:4])([CH3:2])[CH3:3]. (2) Given the reactants [CH3:1][CH2:2][C@@H:3]([C:5]([O:7][C@@H:8]1[C@@H:13]2[C@@H:14]([CH2:19][CH2:20][C@H:21]3[O:27][C:25](=[O:26])[CH2:24][C@H:23]([OH:28])[CH2:22]3)[C@@H:15]([CH3:18])[CH:16]=[CH:17][C:12]2=[CH:11][C@H:10]([CH3:29])[CH2:9]1)=[O:6])[CH3:4].[CH2:30]([NH2:32])[CH3:31].O1CCCC1, predict the reaction product. The product is: [CH3:1][CH2:2][C@@H:3]([C:5]([O:7][C@@H:8]1[C@@H:13]2[C@@H:14]([CH2:19][CH2:20][C@H:21]3[O:27][C:25](=[O:26])[CH2:24][C@H:23]([OH:28])[CH2:22]3)[C@@H:15]([CH3:18])[CH:16]=[CH:17][C:12]2=[CH:11][C@H:10]([CH3:29])[CH2:9]1)=[O:6])[CH3:4].[CH2:30]([NH-:32])[CH3:31]. (3) Given the reactants [NH2:1][C:2]1[CH:10]=[CH:9][C:8]([Cl:11])=[CH:7][C:3]=1[C:4]([NH2:6])=O.[Cl-:12].[NH:13]1[CH2:18][CH2:17][S:16][CH2:15][CH2:14]1, predict the reaction product. The product is: [Cl:11][C:8]1[CH:7]=[C:3]2[C:2](=[CH:10][CH:9]=1)[N:1]=[C:4]([C:3]1[CH:7]=[CH:8][CH:9]=[CH:10][C:2]=1[Cl:12])[N:6]=[C:4]2[N:13]1[CH2:18][CH2:17][S:16][CH2:15][CH2:14]1. (4) Given the reactants [CH2:1]([O:8][C:9]([N:11]1[CH2:16][CH2:15][CH2:14][C@@H:13]([CH:17]2[CH2:20][CH2:19][N:18]2CC=C)[CH2:12]1)=[O:10])[C:2]1[CH:7]=[CH:6][CH:5]=[CH:4][CH:3]=1.CN1C(=O)CC(=O)N(C)C1=O, predict the reaction product. The product is: [CH2:1]([O:8][C:9]([N:11]1[CH2:16][CH2:15][CH2:14][C@@H:13]([CH:17]2[CH2:20][CH2:19][NH:18]2)[CH2:12]1)=[O:10])[C:2]1[CH:3]=[CH:4][CH:5]=[CH:6][CH:7]=1.